This data is from Forward reaction prediction with 1.9M reactions from USPTO patents (1976-2016). The task is: Predict the product of the given reaction. (1) Given the reactants [O:1]=[C:2]1[CH2:7][NH:6][CH2:5][CH2:4][N:3]1[C:8]1[N:9]=[CH:10][C:11]2[C:16]([CH:17]=1)=[CH:15][CH:14]=[C:13]([C:18]#[N:19])[CH:12]=2.[CH3:20][C:21]1[C:29]2[CH2:28][O:27][C:26](=[O:30])[C:25]=2[CH:24]=[CH:23][C:22]=1[C@@H:31]1[CH2:33][O:32]1, predict the reaction product. The product is: [OH:32][C@H:31]([C:22]1[CH:23]=[CH:24][C:25]2[C:26](=[O:30])[O:27][CH2:28][C:29]=2[C:21]=1[CH3:20])[CH2:33][N:6]1[CH2:5][CH2:4][N:3]([C:8]2[N:9]=[CH:10][C:11]3[C:16]([CH:17]=2)=[CH:15][CH:14]=[C:13]([C:18]#[N:19])[CH:12]=3)[C:2](=[O:1])[CH2:7]1. (2) Given the reactants [F:1][C:2]1[CH:3]=[C:4]([CH:29]=[C:30]([N:32]2[CH2:37][CH2:36][CH2:35][CH2:34][CH2:33]2)[CH:31]=1)[C:5]([NH:7][C:8]1[C:17]2[C:12](=[CH:13][CH:14]=[CH:15][CH:16]=2)[C:11]([O:18][C:19]2[CH:24]=[CH:23][N:22]=[C:21](S(C)(=O)=O)[N:20]=2)=[CH:10][CH:9]=1)=[O:6].[CH3:38][N:39]1[CH2:43][CH2:42][CH2:41][CH:40]1[CH2:44][CH2:45][NH2:46], predict the reaction product. The product is: [F:1][C:2]1[CH:3]=[C:4]([CH:29]=[C:30]([N:32]2[CH2:37][CH2:36][CH2:35][CH2:34][CH2:33]2)[CH:31]=1)[C:5]([NH:7][C:8]1[C:17]2[C:12](=[CH:13][CH:14]=[CH:15][CH:16]=2)[C:11]([O:18][C:19]2[CH:24]=[CH:23][N:22]=[C:21]([NH:46][CH2:45][CH2:44][CH:40]3[CH2:41][CH2:42][CH2:43][N:39]3[CH3:38])[N:20]=2)=[CH:10][CH:9]=1)=[O:6]. (3) The product is: [NH2:18][C:9]1[CH:10]=[C:11]([CH:16]=[CH:17][C:8]=1[NH:7][CH:1]1[CH2:6][CH2:5][CH2:4][CH2:3][CH2:2]1)[C:12]([O:14][CH3:15])=[O:13]. Given the reactants [CH:1]1([NH:7][C:8]2[CH:17]=[CH:16][C:11]([C:12]([O:14][CH3:15])=[O:13])=[CH:10][C:9]=2[N+:18]([O-])=O)[CH2:6][CH2:5][CH2:4][CH2:3][CH2:2]1, predict the reaction product.